From a dataset of Full USPTO retrosynthesis dataset with 1.9M reactions from patents (1976-2016). Predict the reactants needed to synthesize the given product. (1) Given the product [OH:22][C:15]1[C:10]([F:9])=[C:11]([Br:17])[CH:12]=[CH:13][C:14]=1[F:16], predict the reactants needed to synthesize it. The reactants are: C(NC(C)C)(C)C.[Li].[F:9][C:10]1[CH:15]=[C:14]([F:16])[CH:13]=[CH:12][C:11]=1[Br:17].C([O:22]O)(C)(C)C.O. (2) The reactants are: [S:1]1[CH:5]=[CH:4][N:3]2[CH:6]=[N:7][CH:8]=[C:2]12.[I:9]N1C(=O)CCC1=O. Given the product [I:9][C:8]1[N:7]=[CH:6][N:3]2[CH:4]=[CH:5][S:1][C:2]=12, predict the reactants needed to synthesize it. (3) Given the product [CH3:30][Si:31]([CH3:33])([CH3:32])[CH2:34][CH2:35][O:36][CH2:37][N:18]1[C:19]2[CH2:20][CH:12]([C:10]3[CH:9]=[N:8][N:7]([CH2:6][O:5][CH2:4][CH2:3][Si:2]([CH3:26])([CH3:27])[CH3:1])[CH:11]=3)[CH2:13][CH2:14][C:15]=2[C:16]([C:21]([O:23][CH2:24][CH3:25])=[O:22])=[N:17]1, predict the reactants needed to synthesize it. The reactants are: [CH3:1][Si:2]([CH3:27])([CH3:26])[CH2:3][CH2:4][O:5][CH2:6][N:7]1[CH:11]=[C:10]([CH:12]2[CH2:20][C:19]3[NH:18][N:17]=[C:16]([C:21]([O:23][CH2:24][CH3:25])=[O:22])[C:15]=3[CH2:14][CH2:13]2)[CH:9]=[N:8]1.[H-].[Na+].[CH3:30][Si:31]([CH2:34][CH2:35][O:36][CH2:37]Cl)([CH3:33])[CH3:32]. (4) Given the product [C:1]1([C:7]2[S:8][C:9]([NH:17][C:23]([NH2:22])=[O:24])=[C:10]([C:12]([O:14][CH2:15][CH3:16])=[O:13])[N:11]=2)[CH:2]=[CH:3][CH:4]=[CH:5][CH:6]=1, predict the reactants needed to synthesize it. The reactants are: [C:1]1([C:7]2[S:8][C:9]([NH2:17])=[C:10]([C:12]([O:14][CH2:15][CH3:16])=[O:13])[N:11]=2)[CH:6]=[CH:5][CH:4]=[CH:3][CH:2]=1.ClS([N:22]=[C:23]=[O:24])(=O)=O.C([O-])(O)=O.[Na+].